This data is from Reaction yield outcomes from USPTO patents with 853,638 reactions. The task is: Predict the reaction yield, written as a fraction of the theoretical maximum amount of product (1.0 means a 100% yield; for example, 0.34 means a 34% yield). (1) The reactants are [C:1]([Cl:5])(Cl)(Cl)[Cl:2].[Cl:6][C:7]1[CH:12]=[C:11]([Cl:13])[CH:10]=[CH:9][C:8]=1[C:14](=O)[C:15]([O:17][CH2:18][CH3:19])=[O:16].C1(P(C2C=CC=CC=2)C2C=CC=CC=2)C=CC=CC=1.O. The catalyst is ClCCl. The product is [Cl:2][C:1]([Cl:5])=[C:14]([C:8]1[CH:9]=[CH:10][C:11]([Cl:13])=[CH:12][C:7]=1[Cl:6])[C:15]([O:17][CH2:18][CH3:19])=[O:16]. The yield is 0.710. (2) The reactants are Br[C:2]1[N:6]2[N:7]=[C:8]([Cl:11])[CH:9]=[CH:10][C:5]2=[N:4][CH:3]=1.C([O-])([O-])=O.[Na+].[Na+].[Cl:18][C:19]1[CH:24]=[CH:23][C:22](B(O)O)=[CH:21][CH:20]=1. The catalyst is O1CCOCC1.O.C1C=CC(P(C2C=CC=CC=2)[C-]2C=CC=C2)=CC=1.C1C=CC(P(C2C=CC=CC=2)[C-]2C=CC=C2)=CC=1.Cl[Pd]Cl.[Fe+2]. The product is [Cl:11][C:8]1[CH:9]=[CH:10][C:5]2[N:6]([C:2]([C:22]3[CH:23]=[CH:24][C:19]([Cl:18])=[CH:20][CH:21]=3)=[CH:3][N:4]=2)[N:7]=1. The yield is 0.430.